From a dataset of Full USPTO retrosynthesis dataset with 1.9M reactions from patents (1976-2016). Predict the reactants needed to synthesize the given product. (1) Given the product [CH2:9]([N:18]1[CH:15]2[CH2:16][CH2:17][CH:11]1[CH2:12][CH:13]([NH:19][C:20]1[C:21]([CH3:29])=[C:22]3[C:26](=[CH:27][CH:28]=1)[NH:25][N:24]=[CH:23]3)[CH2:14]2)[CH2:8][CH3:7], predict the reactants needed to synthesize it. The reactants are: C(=O)([O-])[O-].[K+].[K+].[CH3:7][CH2:8][CH2:9]Br.[CH:11]12[NH:18][CH:15]([CH2:16][CH2:17]1)[CH2:14][CH:13]([NH:19][C:20]1[C:21]([CH3:29])=[C:22]3[C:26](=[CH:27][CH:28]=1)[NH:25][N:24]=[CH:23]3)[CH2:12]2. (2) Given the product [F:17][C:4]1[CH:3]=[C:2]([C:23]2[CH:24]=[CH:25][C:20]([CH2:19][OH:18])=[CH:21][CH:22]=2)[C:10]2[N:9]3[CH2:11][CH2:12][NH:13][C:14](=[O:15])[C:8]3=[C:7]([CH3:16])[C:6]=2[CH:5]=1, predict the reactants needed to synthesize it. The reactants are: Br[C:2]1[C:10]2[N:9]3[CH2:11][CH2:12][NH:13][C:14](=[O:15])[C:8]3=[C:7]([CH3:16])[C:6]=2[CH:5]=[C:4]([F:17])[CH:3]=1.[OH:18][CH2:19][C:20]1[CH:25]=[CH:24][C:23](B(O)O)=[CH:22][CH:21]=1. (3) Given the product [C:1]([O:4][C@@H:5]1[CH2:10][CH2:9][CH2:8][CH2:7][C@H:6]1[N:11]1[C:15]2[CH:16]=[C:17]([Cl:21])[C:18]([Cl:20])=[CH:19][C:14]=2[N:13]=[C:12]1[Br:22])(=[O:3])[CH3:2], predict the reactants needed to synthesize it. The reactants are: [C:1]([O:4][C@@H:5]1[CH2:10][CH2:9][CH2:8][CH2:7][C@H:6]1[N:11]1[C:15]2[CH:16]=[C:17]([Cl:21])[C:18]([Cl:20])=[CH:19][C:14]=2[N:13]=[CH:12]1)(=[O:3])[CH3:2].[Br:22]N1C(=O)CCC1=O. (4) Given the product [CH3:9][C@@H:8]1[CH2:7][CH2:6][CH2:5][N:4]([C:10]([C:12]2[CH:17]=[C:16]([CH3:18])[CH:15]=[CH:14][C:13]=2[C:19]2[N:20]=[CH:21][CH:22]=[CH:23][N:24]=2)=[O:11])[C@@H:3]1[CH2:2][NH:1][C:26]1[N:31]=[CH:30][C:29]([C:32]([F:35])([F:34])[F:33])=[CH:28][N:27]=1, predict the reactants needed to synthesize it. The reactants are: [NH2:1][CH2:2][C@@H:3]1[C@H:8]([CH3:9])[CH2:7][CH2:6][CH2:5][N:4]1[C:10]([C:12]1[CH:17]=[C:16]([CH3:18])[CH:15]=[CH:14][C:13]=1[C:19]1[N:24]=[CH:23][CH:22]=[CH:21][N:20]=1)=[O:11].Cl[C:26]1[N:31]=[CH:30][C:29]([C:32]([F:35])([F:34])[F:33])=[CH:28][N:27]=1.